From a dataset of Catalyst prediction with 721,799 reactions and 888 catalyst types from USPTO. Predict which catalyst facilitates the given reaction. (1) Reactant: [N:1]1[CH:6]=[CH:5][C:4]([C:7]2[S:11][C:10]([S:12](Cl)(=[O:14])=[O:13])=[CH:9][CH:8]=2)=[CH:3][CH:2]=1.Cl.[NH2:17][C@H:18]1[CH2:22][CH2:21][N:20]([CH2:23][C:24]2[CH:33]=[C:32]3[C:27]([CH:28]=[CH:29][N:30]=[C:31]3[Cl:34])=[CH:26][CH:25]=2)[C:19]1=[O:35]. Product: [Cl:34][C:31]1[C:32]2[C:27](=[CH:26][CH:25]=[C:24]([CH2:23][N:20]3[CH2:21][CH2:22][C@H:18]([NH:17][S:12]([C:10]4[S:11][C:7]([C:4]5[CH:5]=[CH:6][N:1]=[CH:2][CH:3]=5)=[CH:8][CH:9]=4)(=[O:14])=[O:13])[C:19]3=[O:35])[CH:33]=2)[CH:28]=[CH:29][N:30]=1. The catalyst class is: 17. (2) Reactant: O[CH2:2][CH2:3][C:4]1[CH:13]=[C:12]([O:14][CH3:15])[C:7]2[C:8](=[O:11])[O:9][CH2:10][C:6]=2[CH:5]=1.CS(Cl)(=O)=O.[Cl-].[NH4+].C1CCN2C(=NCCC2)CC1. Product: [CH3:15][O:14][C:12]1[C:7]2[C:8](=[O:11])[O:9][CH2:10][C:6]=2[CH:5]=[C:4]([CH:3]=[CH2:2])[CH:13]=1. The catalyst class is: 229. (3) Reactant: C[O:2][C:3]([CH:5]1[CH2:13][C:12]2[C:7](=[CH:8][C:9]([O:14][CH3:15])=[CH:10][CH:11]=2)[N:6]1[C:16]1([CH2:27][C:28]2[CH:33]=[CH:32][CH:31]=[C:30]([Cl:34])[CH:29]=2)[C:24]2[C:19](=[CH:20][C:21]([Cl:25])=[CH:22][CH:23]=2)[NH:18][C:17]1=[O:26])=[O:4].[OH-].[Na+]. Product: [Cl:25][C:21]1[CH:20]=[C:19]2[C:24]([C:16]([CH2:27][C:28]3[CH:33]=[CH:32][CH:31]=[C:30]([Cl:34])[CH:29]=3)([N:6]3[C:7]4[C:12](=[CH:11][CH:10]=[C:9]([O:14][CH3:15])[CH:8]=4)[CH2:13][CH:5]3[C:3]([OH:4])=[O:2])[C:17](=[O:26])[NH:18]2)=[CH:23][CH:22]=1. The catalyst class is: 24.